Dataset: Forward reaction prediction with 1.9M reactions from USPTO patents (1976-2016). Task: Predict the product of the given reaction. The product is: [Br:1][C:2]1[CH:3]=[CH:4][C:5]([O:10][CH2:11][CH:12]2[CH2:17][CH2:16][N:15]([CH2:18][C:19]([CH2:23][CH3:24])([F:31])[CH2:20][CH3:21])[CH2:14][CH2:13]2)=[C:6]([CH:9]=1)[C:7]#[N:8]. Given the reactants [Br:1][C:2]1[CH:3]=[CH:4][C:5]([O:10][CH2:11][CH:12]2[CH2:17][CH2:16][N:15]([CH2:18][C:19]([CH2:23][CH3:24])(O)[CH2:20][CH3:21])[CH2:14][CH2:13]2)=[C:6]([CH:9]=1)[C:7]#[N:8].CCN(S(F)(F)[F:31])CC.O, predict the reaction product.